From a dataset of Full USPTO retrosynthesis dataset with 1.9M reactions from patents (1976-2016). Predict the reactants needed to synthesize the given product. Given the product [CH3:1][O:2][C:3](=[O:26])[C@H:4]([CH2:22][CH2:23][S:24][CH3:25])[NH:5][C:6](=[O:21])[C:7]1[CH:12]=[CH:11][C:10]([NH:13][C:28]([C:29]2[CH:30]=[N:31][CH:32]=[CH:33][CH:34]=2)=[O:35])=[CH:9][C:8]=1[C:14]1[CH:19]=[CH:18][CH:17]=[CH:16][C:15]=1[CH3:20], predict the reactants needed to synthesize it. The reactants are: [CH3:1][O:2][C:3](=[O:26])[C@H:4]([CH2:22][CH2:23][S:24][CH3:25])[NH:5][C:6](=[O:21])[C:7]1[CH:12]=[CH:11][C:10]([NH2:13])=[CH:9][C:8]=1[C:14]1[CH:19]=[CH:18][CH:17]=[CH:16][C:15]=1[CH3:20].Cl.[C:28](Cl)(=[O:35])[C:29]1[CH:34]=[CH:33][CH:32]=[N:31][CH:30]=1.C([O-])(O)=O.[Na+].